From a dataset of Reaction yield outcomes from USPTO patents with 853,638 reactions. Predict the reaction yield, written as a fraction of the theoretical maximum amount of product (1.0 means a 100% yield; for example, 0.34 means a 34% yield). The reactants are C1C=CC(P(C2C=CC3C(=CC=CC=3)C=2C2C3C(=CC=CC=3)C=CC=2P(C2C=CC=CC=2)C2C=CC=CC=2)C2C=CC=CC=2)=CC=1.Cl.Cl.[CH3:49][Si:50]([CH3:77])([CH3:76])[CH2:51][CH2:52][O:53][CH2:54][N:55]1[C:59]2[N:60]=[CH:61][N:62]=[C:63]([C:64]3[CH:65]=[N:66][N:67]([C:69]4([CH2:73][C:74]#[N:75])[CH2:72][NH:71][CH2:70]4)[CH:68]=3)[C:58]=2[CH:57]=[CH:56]1.Cl[C:79]1[N:80]=[CH:81][C:82]([C:85]([O:87][CH3:88])=[O:86])=[N:83][CH:84]=1.C(=O)([O-])[O-].[Cs+].[Cs+]. The catalyst is C1(C)C=CC=CC=1.C([O-])(=O)C.[Pd+2].C([O-])(=O)C. The product is [C:74]([CH2:73][C:69]1([N:67]2[CH:68]=[C:64]([C:63]3[C:58]4[CH:57]=[CH:56][N:55]([CH2:54][O:53][CH2:52][CH2:51][Si:50]([CH3:76])([CH3:49])[CH3:77])[C:59]=4[N:60]=[CH:61][N:62]=3)[CH:65]=[N:66]2)[CH2:70][N:71]([C:79]2[N:80]=[CH:81][C:82]([C:85]([O:87][CH3:88])=[O:86])=[N:83][CH:84]=2)[CH2:72]1)#[N:75]. The yield is 0.550.